From a dataset of NCI-60 drug combinations with 297,098 pairs across 59 cell lines. Regression. Given two drug SMILES strings and cell line genomic features, predict the synergy score measuring deviation from expected non-interaction effect. (1) Synergy scores: CSS=7.65, Synergy_ZIP=-0.892, Synergy_Bliss=4.19, Synergy_Loewe=2.48, Synergy_HSA=2.16. Drug 1: CS(=O)(=O)C1=CC(=C(C=C1)C(=O)NC2=CC(=C(C=C2)Cl)C3=CC=CC=N3)Cl. Drug 2: CC1=C(C=C(C=C1)C(=O)NC2=CC(=CC(=C2)C(F)(F)F)N3C=C(N=C3)C)NC4=NC=CC(=N4)C5=CN=CC=C5. Cell line: U251. (2) Drug 1: CC1=CC=C(C=C1)C2=CC(=NN2C3=CC=C(C=C3)S(=O)(=O)N)C(F)(F)F. Drug 2: C1=CN(C(=O)N=C1N)C2C(C(C(O2)CO)O)O.Cl. Cell line: T-47D. Synergy scores: CSS=13.2, Synergy_ZIP=-8.72, Synergy_Bliss=-11.4, Synergy_Loewe=-10.1, Synergy_HSA=-7.12.